This data is from Peptide-MHC class I binding affinity with 185,985 pairs from IEDB/IMGT. The task is: Regression. Given a peptide amino acid sequence and an MHC pseudo amino acid sequence, predict their binding affinity value. This is MHC class I binding data. (1) The peptide sequence is DINITHTNIT. The MHC is HLA-A02:02 with pseudo-sequence HLA-A02:02. The binding affinity (normalized) is 0.114. (2) The peptide sequence is KLFTHDIML. The MHC is BoLA-HD6 with pseudo-sequence BoLA-HD6. The binding affinity (normalized) is 0.738. (3) The peptide sequence is KGHLPLLDK. The MHC is HLA-A02:06 with pseudo-sequence HLA-A02:06. The binding affinity (normalized) is 0.0847. (4) The peptide sequence is KLEKASLIEV. The MHC is HLA-A02:17 with pseudo-sequence HLA-A02:17. The binding affinity (normalized) is 0.349. (5) The binding affinity (normalized) is 0.0847. The MHC is HLA-B07:02 with pseudo-sequence HLA-B07:02. The peptide sequence is EKLKKKSAF. (6) The peptide sequence is RARIKTRLF. The MHC is HLA-A02:01 with pseudo-sequence HLA-A02:01. The binding affinity (normalized) is 0.0847. (7) The peptide sequence is LLLAILGPL. The MHC is HLA-A29:02 with pseudo-sequence HLA-A29:02. The binding affinity (normalized) is 0.00425. (8) The peptide sequence is ESQRYIHCY. The MHC is HLA-A30:02 with pseudo-sequence HLA-A30:02. The binding affinity (normalized) is 0.430.